Predict the product of the given reaction. From a dataset of Forward reaction prediction with 1.9M reactions from USPTO patents (1976-2016). (1) Given the reactants Br[C:2]1[CH:3]=[C:4]2[C:9](=[N:10][CH:11]=1)[NH:8][C:7](=[O:12])[CH2:6][CH2:5]2.[CH3:13][N:14]([CH2:19][C:20]1[C:28]2[C:23](=[CH:24][CH:25]=[CH:26][CH:27]=2)[NH:22][C:21]=1[CH3:29])[C:15](=[O:18])[CH:16]=[CH2:17].C(N(C(C)C)C(C)C)C, predict the reaction product. The product is: [CH3:13][N:14]([CH2:19][C:20]1[C:28]2[C:23](=[CH:24][CH:25]=[CH:26][CH:27]=2)[NH:22][C:21]=1[CH3:29])[C:15](=[O:18])/[CH:16]=[CH:17]/[C:2]1[CH:11]=[N:10][C:9]2[NH:8][C:7](=[O:12])[CH2:6][CH2:5][C:4]=2[CH:3]=1. (2) Given the reactants C([O:5][C:6](=[O:34])[C:7]1[CH:12]=[CH:11][CH:10]=[C:9]([C:13](=[O:33])[C:14]2[C:19]([Cl:20])=[CH:18][CH:17]=[C:16]([C@H:21]([NH:24]C(OC(C)(C)C)=O)[CH2:22][CH3:23])[C:15]=2[F:32])[CH:8]=1)(C)(C)C.Cl.O1CCOCC1, predict the reaction product. The product is: [NH2:24][C@@H:21]([C:16]1[C:15]([F:32])=[C:14]([C:19]([Cl:20])=[CH:18][CH:17]=1)[C:13]([C:9]1[CH:8]=[C:7]([CH:12]=[CH:11][CH:10]=1)[C:6]([OH:34])=[O:5])=[O:33])[CH2:22][CH3:23]. (3) Given the reactants [CH3:1][N:2]1[CH2:7][CH2:6][CH:5]([N:8]2[C:16](=O)[C:15]3[CH:14]=[C:13]4[NH:18][C:19]([C:21]5[C:22](=[O:41])[NH:23][CH:24]=[CH:25][C:26]=5[NH:27][C@@H:28]([CH3:40])[CH2:29][C:30]5[C:35]([F:36])=[C:34]([F:37])[CH:33]=[C:32]([F:38])[C:31]=5[F:39])=[N:20][C:12]4=[CH:11][C:10]=3[C:9]2=[O:42])[CH2:4][CH2:3]1, predict the reaction product. The product is: [CH3:1][N:2]1[CH2:7][CH2:6][CH:5]([N:8]2[CH2:16][C:15]3[CH:14]=[C:13]4[N:18]=[C:19]([C:21]5[C:22](=[O:41])[NH:23][CH:24]=[CH:25][C:26]=5[NH:27][C@@H:28]([CH3:40])[CH2:29][C:30]5[C:31]([F:39])=[C:32]([F:38])[CH:33]=[C:34]([F:37])[C:35]=5[F:36])[NH:20][C:12]4=[CH:11][C:10]=3[C:9]2=[O:42])[CH2:4][CH2:3]1. (4) Given the reactants [NH2:1][C:2]1[CH:7]=[CH:6][N:5]=[CH:4][CH:3]=1.C(N(CC)CC)C.[Cl:15][CH2:16][C:17](Cl)=[O:18], predict the reaction product. The product is: [Cl:15][CH2:16][C:17]([NH:1][C:2]1[CH:7]=[CH:6][N:5]=[CH:4][CH:3]=1)=[O:18]. (5) Given the reactants IC1N(S(C2C=CC(C)=CC=2)(=O)=O)C2N=CC=C(C#N)C=2C=1.[CH3:23][O:24][C:25]1[CH:26]=[C:27]2[C:31](=[CH:32][CH:33]=1)[NH:30][CH:29]=[C:28]2[C:34]1[N:44](S(C2C=CC(C)=CC=2)(=O)=O)[C:37]2[N:38]=[CH:39][CH:40]=[C:41]([C:42]#[N:43])[C:36]=2[CH:35]=1, predict the reaction product. The product is: [CH3:23][O:24][C:25]1[CH:26]=[C:27]2[C:31](=[CH:32][CH:33]=1)[NH:30][CH:29]=[C:28]2[C:34]1[NH:44][C:37]2[N:38]=[CH:39][CH:40]=[C:41]([C:42]#[N:43])[C:36]=2[CH:35]=1. (6) Given the reactants [C:1]([C:4]1[CH:9]=[CH:8][CH:7]=[CH:6][C:5]=1B(O)O)(=[O:3])[CH3:2].[Cl:13][C:14]1[CH:19]=[CH:18][C:17](I)=[C:16]([F:21])[CH:15]=1.C(=O)([O-])[O-].[K+].[K+], predict the reaction product. The product is: [Cl:13][C:14]1[CH:19]=[CH:18][C:17]([C:5]2[CH:6]=[CH:7][CH:8]=[CH:9][C:4]=2[C:1](=[O:3])[CH3:2])=[C:16]([F:21])[CH:15]=1. (7) Given the reactants [C:1]1([C:7]2([C:17]3[CH:22]=[CH:21][CH:20]=[CH:19][CH:18]=3)[CH:11]3[CH2:12][NH:13][CH2:14][CH2:15][N:10]3[C:9](=[O:16])[O:8]2)[CH:6]=[CH:5][CH:4]=[CH:3][CH:2]=1.C(N(C(C)C)CC)(C)C.[C:32](Cl)(=[O:41])[O:33][C:34]1[CH:39]=[CH:38][C:37]([F:40])=[CH:36][CH:35]=1, predict the reaction product. The product is: [F:40][C:37]1[CH:38]=[CH:39][C:34]([O:33][C:32]([N:13]2[CH2:14][CH2:15][N:10]3[C:9](=[O:16])[O:8][C:7]([C:1]4[CH:6]=[CH:5][CH:4]=[CH:3][CH:2]=4)([C:17]4[CH:18]=[CH:19][CH:20]=[CH:21][CH:22]=4)[CH:11]3[CH2:12]2)=[O:41])=[CH:35][CH:36]=1. (8) Given the reactants Cl.[F:2][C:3]1[CH:4]=[C:5]([N:15]2[CH2:19][C@H:18]([CH2:20][OH:21])[O:17][C:16]2=[O:22])[CH:6]=[CH:7][C:8]=1[N:9]1[CH2:14][CH2:13][NH:12][CH2:11][CH2:10]1.C(N(CC)CC)C.Cl[C:31]1[N:32]=[N:33][C:34]([C:37]#[N:38])=[CH:35][CH:36]=1, predict the reaction product. The product is: [C:37]([C:34]1[N:33]=[N:32][C:31]([N:12]2[CH2:11][CH2:10][N:9]([C:8]3[CH:7]=[CH:6][C:5]([N:15]4[CH2:19][C@H:18]([CH2:20][OH:21])[O:17][C:16]4=[O:22])=[CH:4][C:3]=3[F:2])[CH2:14][CH2:13]2)=[CH:36][CH:35]=1)#[N:38].